Dataset: Full USPTO retrosynthesis dataset with 1.9M reactions from patents (1976-2016). Task: Predict the reactants needed to synthesize the given product. Given the product [OH:3][CH2:4][CH2:5][C:6]1[CH:7]=[C:8]([O:25][C:26]([F:29])([F:27])[F:28])[CH:9]=[C:10]2[C:15]=1[O:14][CH:13]([C:16]([F:19])([F:18])[F:17])[C:12]([C:20]([OH:22])=[O:21])=[CH:11]2, predict the reactants needed to synthesize it. The reactants are: C([O:3][C:4](=O)[CH2:5][C:6]1[CH:7]=[C:8]([O:25][C:26]([F:29])([F:28])[F:27])[CH:9]=[C:10]2[C:15]=1[O:14][CH:13]([C:16]([F:19])([F:18])[F:17])[C:12]([C:20]([O:22]CC)=[O:21])=[CH:11]2)C.C1COCC1.C(O)C.[BH4-].[Na+].Cl.